Dataset: Forward reaction prediction with 1.9M reactions from USPTO patents (1976-2016). Task: Predict the product of the given reaction. (1) Given the reactants [CH2:1]([O:3][C:4]([C:6]1[O:14][C:13]2[CH:12]=[CH:11][N:10]=[C:9]([Cl:15])[C:8]=2[C:7]=1[NH:16][C:17]1[CH:22]=[CH:21][C:20]([Si](C)(C)C)=[CH:19][C:18]=1[F:27])=[O:5])[CH3:2].[I:28]Cl.S([O-])([O-])(=O)=S.[Na+].[Na+], predict the reaction product. The product is: [CH2:1]([O:3][C:4]([C:6]1[O:14][C:13]2[CH:12]=[CH:11][N:10]=[C:9]([Cl:15])[C:8]=2[C:7]=1[NH:16][C:17]1[CH:22]=[CH:21][C:20]([I:28])=[CH:19][C:18]=1[F:27])=[O:5])[CH3:2]. (2) Given the reactants [Cl:1][C:2]1[CH:3]=[N:4][CH:5]=[CH:6][C:7]=1[CH2:8]O.S(Cl)([Cl:12])=O.C(=O)(O)[O-].[Na+], predict the reaction product. The product is: [Cl:1][C:2]1[CH:3]=[N:4][CH:5]=[CH:6][C:7]=1[CH2:8][Cl:12].